The task is: Regression. Given a peptide amino acid sequence and an MHC pseudo amino acid sequence, predict their binding affinity value. This is MHC class I binding data.. This data is from Peptide-MHC class I binding affinity with 185,985 pairs from IEDB/IMGT. (1) The peptide sequence is AFFSDLVKF. The MHC is HLA-A66:01 with pseudo-sequence HLA-A66:01. The binding affinity (normalized) is 0.213. (2) The peptide sequence is FDAVLYYHM. The MHC is HLA-A24:02 with pseudo-sequence HLA-A24:02. The binding affinity (normalized) is 0.132. (3) The peptide sequence is KIVDHIVMY. The MHC is HLA-A11:01 with pseudo-sequence HLA-A11:01. The binding affinity (normalized) is 0.582.